From a dataset of NCI-60 drug combinations with 297,098 pairs across 59 cell lines. Regression. Given two drug SMILES strings and cell line genomic features, predict the synergy score measuring deviation from expected non-interaction effect. (1) Drug 1: C1=CC(=CC=C1CC(C(=O)O)N)N(CCCl)CCCl.Cl. Drug 2: CCC(=C(C1=CC=CC=C1)C2=CC=C(C=C2)OCCN(C)C)C3=CC=CC=C3.C(C(=O)O)C(CC(=O)O)(C(=O)O)O. Cell line: HCT116. Synergy scores: CSS=13.1, Synergy_ZIP=-4.94, Synergy_Bliss=-2.70, Synergy_Loewe=-6.93, Synergy_HSA=-3.81. (2) Drug 1: CCCS(=O)(=O)NC1=C(C(=C(C=C1)F)C(=O)C2=CNC3=C2C=C(C=N3)C4=CC=C(C=C4)Cl)F. Drug 2: CC(C1=C(C=CC(=C1Cl)F)Cl)OC2=C(N=CC(=C2)C3=CN(N=C3)C4CCNCC4)N. Cell line: HCT116. Synergy scores: CSS=16.3, Synergy_ZIP=-4.59, Synergy_Bliss=-0.557, Synergy_Loewe=-16.2, Synergy_HSA=-3.06. (3) Drug 1: C1CNP(=O)(OC1)N(CCCl)CCCl. Drug 2: CC(C)(C1=NC(=CC=C1)N2C3=NC(=NC=C3C(=O)N2CC=C)NC4=CC=C(C=C4)N5CCN(CC5)C)O. Cell line: SK-OV-3. Synergy scores: CSS=28.1, Synergy_ZIP=8.02, Synergy_Bliss=9.02, Synergy_Loewe=-29.4, Synergy_HSA=4.76. (4) Drug 1: C1CNP(=O)(OC1)N(CCCl)CCCl. Drug 2: CC1C(C(CC(O1)OC2CC(CC3=C2C(=C4C(=C3O)C(=O)C5=C(C4=O)C(=CC=C5)OC)O)(C(=O)CO)O)N)O.Cl. Cell line: SK-MEL-5. Synergy scores: CSS=53.6, Synergy_ZIP=-0.838, Synergy_Bliss=-1.10, Synergy_Loewe=-53.6, Synergy_HSA=0.233. (5) Drug 1: C1=CC(=CC=C1CC(C(=O)O)N)N(CCCl)CCCl.Cl. Drug 2: CN1C(=O)N2C=NC(=C2N=N1)C(=O)N. Cell line: SF-295. Synergy scores: CSS=19.3, Synergy_ZIP=-1.31, Synergy_Bliss=3.99, Synergy_Loewe=4.04, Synergy_HSA=4.54.